This data is from Forward reaction prediction with 1.9M reactions from USPTO patents (1976-2016). The task is: Predict the product of the given reaction. (1) Given the reactants [C:1]([C:3]1[CH:8]=[CH:7][C:6]([N:9]2[C@@H:13]3[CH2:14][CH2:15][CH2:16][CH2:17][C@H:12]3[N:11]([C:18]3[CH:26]=[CH:25][C:21]([C:22]([OH:24])=O)=[C:20]([F:27])[CH:19]=3)[C:10]2=[O:28])=[CH:5][C:4]=1[C:29]([F:32])([F:31])[F:30])#[N:2].[CH3:33][CH:34]([CH2:36][O:37][NH2:38])[CH3:35], predict the reaction product. The product is: [C:1]([C:3]1[CH:8]=[CH:7][C:6]([N:9]2[C@@H:13]3[CH2:14][CH2:15][CH2:16][CH2:17][C@H:12]3[N:11]([C:18]3[CH:26]=[CH:25][C:21]([C:22]([NH:38][O:37][CH2:36][CH:34]([CH3:35])[CH3:33])=[O:24])=[C:20]([F:27])[CH:19]=3)[C:10]2=[O:28])=[CH:5][C:4]=1[C:29]([F:30])([F:32])[F:31])#[N:2]. (2) Given the reactants Cl[C:2]1[N:7]=[N:6][C:5]([N:8]2[CH2:13][CH2:12][N:11]([C:14]([C:16]3[CH:21]=[CH:20][CH:19]=[CH:18][C:17]=3[C:22]([F:25])([F:24])[F:23])=[O:15])[CH2:10][CH2:9]2)=[CH:4][CH:3]=1.[C:26]1([CH2:32][CH2:33][OH:34])[CH:31]=[CH:30][CH:29]=[CH:28][CH:27]=1.[H-].[Na+].O, predict the reaction product. The product is: [CH2:33]([O:34][C:2]1[N:7]=[N:6][C:5]([N:8]2[CH2:13][CH2:12][N:11]([C:14]([C:16]3[CH:21]=[CH:20][CH:19]=[CH:18][C:17]=3[C:22]([F:25])([F:24])[F:23])=[O:15])[CH2:10][CH2:9]2)=[CH:4][CH:3]=1)[CH2:32][C:26]1[CH:31]=[CH:30][CH:29]=[CH:28][CH:27]=1. (3) The product is: [C:1]([O:5][C:6]([NH:8][C@H:9]([CH2:13][C:14]1[CH:19]=[CH:18][C:17]([O:20][CH3:21])=[CH:16][CH:15]=1)[C:10]([N:45]1[CH2:46][CH2:47][C:42]([CH:36]2[CH2:41][CH2:40][CH2:39][CH2:38][CH2:37]2)([C:48]([O:50][CH2:51][CH3:52])=[O:49])[CH2:43][CH2:44]1)=[O:12])=[O:7])([CH3:2])([CH3:3])[CH3:4]. Given the reactants [C:1]([O:5][C:6]([NH:8][C@H:9]([CH2:13][C:14]1[CH:19]=[CH:18][C:17]([O:20][CH3:21])=[CH:16][CH:15]=1)[C:10]([OH:12])=O)=[O:7])([CH3:4])([CH3:3])[CH3:2].C(Cl)CCl.C1C=CC2N(O)N=NC=2C=1.[CH:36]1([C:42]2([C:48]([O:50][CH2:51][CH3:52])=[O:49])[CH2:47][CH2:46][NH:45][CH2:44][CH2:43]2)[CH2:41][CH2:40][CH2:39][CH2:38][CH2:37]1.C(N(CC)CC)C.[OH-].[Na+], predict the reaction product. (4) Given the reactants C(NC(=S)[SH-][C:11]1[C:12](=O)[C:13]2[C:18]([C:19](=O)[CH:20]=1)=[CH:17][CH:16]=[CH:15][CH:14]=2)C1C=CC=CC=1.Cl.[CH2:25]([NH2:32])[C:26]1C=CC=CC=1.CC[N:35]([CH2:38]C)CC.C(=S)=[S:41].C1(=O)C2C(=CC=CC=2)C(=O)C=C1.OS(O)(=O)=O, predict the reaction product. The product is: [NH:35]1[C:13]2[C:18](=[CH:17][CH:16]=[CH:15][CH:14]=2)[C:19]([CH2:20][C:11]2[N:32]=[C:25]([CH3:26])[S:41][CH:12]=2)=[CH:38]1. (5) Given the reactants [CH3:1][N:2]([CH2:10][C@H:11]1[CH2:15][CH2:14][N:13](C(OCC2C=CC=CC=2)=O)[CH2:12]1)[C:3]([O:5][C:6]([CH3:9])([CH3:8])[CH3:7])=[O:4], predict the reaction product. The product is: [CH3:1][N:2]([CH2:10][C@H:11]1[CH2:15][CH2:14][NH:13][CH2:12]1)[C:3](=[O:4])[O:5][C:6]([CH3:9])([CH3:7])[CH3:8].